This data is from Full USPTO retrosynthesis dataset with 1.9M reactions from patents (1976-2016). The task is: Predict the reactants needed to synthesize the given product. (1) Given the product [CH3:1][N:2]([CH2:3][C@H:4]([OH:5])[C@@H:6]([OH:7])[C@H:8]([OH:9])[C@H:10]([OH:11])[CH2:12][OH:13])[C:14](=[O:36])[CH2:15][CH2:16][CH2:17][CH2:18][CH2:19][CH2:20][CH2:21][CH2:22][CH2:23][CH2:24][CH2:25][CH2:26][CH2:27][CH2:28][CH2:29][CH2:30][CH2:31][CH2:32][CH2:33][CH2:34][CH3:35], predict the reactants needed to synthesize it. The reactants are: [CH3:1][NH:2][CH2:3][C@@H:4]([C@H:6]([C@@H:8]([C@@H:10]([CH2:12][OH:13])[OH:11])[OH:9])[OH:7])[OH:5].[C:14](Cl)(=[O:36])[CH2:15][CH2:16][CH2:17][CH2:18][CH2:19][CH2:20][CH2:21][CH2:22][CH2:23][CH2:24][CH2:25][CH2:26][CH2:27][CH2:28][CH2:29][CH2:30][CH2:31][CH2:32][CH2:33][CH2:34][CH3:35].CO.C(Cl)(Cl)Cl. (2) Given the product [NH2:14][C:13]1[C:12](=[N:11][NH:10][C:5]2[CH:6]=[CH:7][CH:8]=[CH:9][C:4]=2[CH:1]([CH3:2])[CH3:3])[C:15]([NH2:16])=[N:34][N:33]=1, predict the reactants needed to synthesize it. The reactants are: [CH:1]([C:4]1[CH:9]=[CH:8][CH:7]=[CH:6][C:5]=1[NH:10][N:11]=[C:12]([C:15]#[N:16])[C:13]#[N:14])([CH3:3])[CH3:2].C(C1C=CC=CC=1N)(C)C.C(#N)CC#N.O.[NH2:33][NH2:34]. (3) Given the product [NH2:1][CH:2]1[CH2:7][CH2:6][CH:5]([NH:8][C:9]2[N:17]=[C:16]3[C:12]([N:13]=[CH:14][N:15]3[CH:18]3[CH2:22][CH2:21][CH2:20][CH2:19]3)=[C:11]([NH:23][CH2:24][C:25]3[CH:30]=[CH:29][C:28]([C:35]4[CH:36]=[CH:37][CH:38]=[CH:39][C:34]=4[O:33][CH3:32])=[CH:27][CH:26]=3)[N:10]=2)[CH2:4][CH2:3]1, predict the reactants needed to synthesize it. The reactants are: [NH2:1][CH:2]1[CH2:7][CH2:6][CH:5]([NH:8][C:9]2[N:17]=[C:16]3[C:12]([N:13]=[CH:14][N:15]3[CH:18]3[CH2:22][CH2:21][CH2:20][CH2:19]3)=[C:11]([NH:23][CH2:24][C:25]3[CH:30]=[CH:29][C:28](Br)=[CH:27][CH:26]=3)[N:10]=2)[CH2:4][CH2:3]1.[CH3:32][O:33][C:34]1[CH:39]=[CH:38][CH:37]=[CH:36][C:35]=1B(O)O.O.O.O.P([O-])([O-])([O-])=O.[K+].[K+].[K+].CN(C)C=O. (4) Given the product [OH:9][C:8]1[CH:7]=[CH:6][C:5]([C:3]([O:2][CH3:1])=[O:4])=[CH:27][CH:26]=1, predict the reactants needed to synthesize it. The reactants are: [CH3:1][O:2][C:3]([C:5]1[CH:27]=[CH:26][C:8]([O:9]CCCCC[O:9][C:8]2[CH:26]=[CH:27][C:5]([C:3]([O:2][CH3:1])=[O:4])=[CH:6][CH:7]=2)=[CH:7][CH:6]=1)=[O:4].NO.Cl.[OH-].[Na+].Cl. (5) Given the product [NH2:11][C:12]1[CH:13]=[C:14]([C:18]2[CH:19]=[CH:20][C:21]3[N:22]([CH:24]=[C:25]([NH:27][C:28](=[O:30])[CH3:29])[N:26]=3)[N:23]=2)[CH:15]=[CH:16][CH:17]=1, predict the reactants needed to synthesize it. The reactants are: CC1C=CC(S([NH:11][C:12]2[CH:13]=[C:14]([C:18]3[CH:19]=[CH:20][C:21]4[N:22]([CH:24]=[C:25]([NH:27][C:28](=[O:30])[CH3:29])[N:26]=4)[N:23]=3)[CH:15]=[CH:16][CH:17]=2)(=O)=O)=CC=1.ClC1C=CC2N(C=C(NC(=O)C)N=2)N=1.NC1C=C(B(O)O)C=CC=1.